This data is from Catalyst prediction with 721,799 reactions and 888 catalyst types from USPTO. The task is: Predict which catalyst facilitates the given reaction. (1) Reactant: Br[C:2]1[CH:3]=[C:4]2[C:9](=[CH:10][CH:11]=1)[C:8](=[O:12])[NH:7][N:6]=[C:5]2[Cl:13].[N:14]1([C:20]2[CH:21]=[C:22]([CH:25]=[CH:26][CH:27]=2)[CH2:23][NH2:24])[CH2:19][CH2:18][O:17][CH2:16][CH2:15]1.C1C=CC(P(C2C(C3C(P(C4C=CC=CC=4)C4C=CC=CC=4)=CC=C4C=3C=CC=C4)=C3C(C=CC=C3)=CC=2)C2C=CC=CC=2)=CC=1.CC([O-])(C)C.[Na+]. Product: [Cl:13][C:5]1[C:4]2[C:9](=[CH:10][CH:11]=[C:2]([NH:24][CH2:23][C:22]3[CH:25]=[CH:26][CH:27]=[C:20]([N:14]4[CH2:19][CH2:18][O:17][CH2:16][CH2:15]4)[CH:21]=3)[CH:3]=2)[C:8](=[O:12])[NH:7][N:6]=1. The catalyst class is: 686. (2) The catalyst class is: 349. Reactant: [N+:1]([C:4]1[CH:9]=[CH:8][C:7]([CH:10]2[CH2:15][CH2:14][N:13]([C:16]([O:18][C:19]([CH3:22])([CH3:21])[CH3:20])=[O:17])[CH2:12][CH2:11]2)=[CH:6][CH:5]=1)([O-])=O. Product: [NH2:1][C:4]1[CH:9]=[CH:8][C:7]([CH:10]2[CH2:11][CH2:12][N:13]([C:16]([O:18][C:19]([CH3:22])([CH3:21])[CH3:20])=[O:17])[CH2:14][CH2:15]2)=[CH:6][CH:5]=1. (3) Reactant: C([N:9]1[CH2:22][CH2:21][C:20]2[C:19]3[C:18]([C:23]4[CH:28]=[CH:27][C:26]([Cl:29])=[CH:25][CH:24]=4)=[CH:17][CH:16]=[CH:15][C:14]=3[NH:13][C:12]=2[CH2:11][CH2:10]1)(=O)C1C=CC=CC=1.[OH-].[K+]. Product: [ClH:29].[ClH:29].[Cl:29][C:26]1[CH:27]=[CH:28][C:23]([C:18]2[C:19]3[C:20]4[CH2:21][CH2:22][NH:9][CH2:10][CH2:11][C:12]=4[NH:13][C:14]=3[CH:15]=[CH:16][CH:17]=2)=[CH:24][CH:25]=1. The catalyst class is: 196. (4) Reactant: [CH3:1][C:2]([CH2:4][CH3:5])=[O:3].[CH2:6]([OH:9])[CH2:7][OH:8]. Product: [CH3:1][C:2]([CH2:4][CH3:5])=[O:3].[CH2:6]([OH:9])[CH2:7][OH:8]. The catalyst class is: 45.